From a dataset of CYP2C19 inhibition data for predicting drug metabolism from PubChem BioAssay. Regression/Classification. Given a drug SMILES string, predict its absorption, distribution, metabolism, or excretion properties. Task type varies by dataset: regression for continuous measurements (e.g., permeability, clearance, half-life) or binary classification for categorical outcomes (e.g., BBB penetration, CYP inhibition). Dataset: cyp2c19_veith. The molecule is Cc1ccc(OCCCOc2cccc3cccnc23)cc1C. The result is 1 (inhibitor).